This data is from Forward reaction prediction with 1.9M reactions from USPTO patents (1976-2016). The task is: Predict the product of the given reaction. (1) Given the reactants [C:1]([S:5][C:6]1[CH:7]=[C:8]2[C:13](=[CH:14][C:15]=1[F:16])[N:12]=[CH:11][N:10]=[C:9]2[OH:17])([CH3:4])([CH3:3])[CH3:2].[OH:18]OS([O-])=O.[K+].[OH2:24], predict the reaction product. The product is: [C:1]([S:5]([C:6]1[CH:7]=[C:8]2[C:13](=[CH:14][C:15]=1[F:16])[N:12]=[CH:11][N:10]=[C:9]2[OH:17])(=[O:18])=[O:24])([CH3:4])([CH3:2])[CH3:3]. (2) Given the reactants [O:1]1[C:6]2[CH:7]=[CH:8][C:9]([S:11][C:12]3[CH:17]=[CH:16][C:15]([C:18]4[CH:23]=[CH:22][N:21]=[CH:20][CH:19]=4)=[CH:14][C:13]=3[C:24]([F:27])([F:26])[F:25])=[CH:10][C:5]=2[O:4][CH2:3][CH2:2]1.OC1CCNC1.[C:34]([N:37]1[CH2:42][CH2:41][NH:40][CH2:39][CH2:38]1)(=[O:36])[CH3:35], predict the reaction product. The product is: [O:1]1[C:6]2[CH:7]=[CH:8][C:9]([S:11][C:12]3[CH:17]=[CH:16][C:15]([C:18]4[CH:19]=[CH:20][N:21]=[C:22]([N:40]5[CH2:41][CH2:42][N:37]([C:34](=[O:36])[CH3:35])[CH2:38][CH2:39]5)[CH:23]=4)=[CH:14][C:13]=3[C:24]([F:25])([F:26])[F:27])=[CH:10][C:5]=2[O:4][CH2:3][CH2:2]1. (3) Given the reactants CCN(C(C)C)C(C)C.Cl.[C:11]([O:15][C:16]([C:18]1[CH:23]=[CH:22][C:21]([NH:24][C:25]([CH:27]2[NH:32][CH2:31][CH:30]([CH:33]3[CH2:38][CH2:37][N:36]([C:39]([O:41][C:42]([CH3:45])([CH3:44])[CH3:43])=[O:40])[CH2:35][CH2:34]3)[CH2:29][CH:28]2[C:46]2[CH:51]=[CH:50][CH:49]=[CH:48][CH:47]=2)=[O:26])=[CH:20][CH:19]=1)=[O:17])([CH3:14])([CH3:13])[CH3:12].[Cl:52][C:53]1[CH:54]=[CH:55][C:56]([N:64]2[CH:68]=[N:67][N:66]=[N:65]2)=[C:57](/[CH:59]=[CH:60]/[C:61](O)=[O:62])[CH:58]=1.CN(C(ON1N=NC2C=CC=NC1=2)=[N+](C)C)C.F[P-](F)(F)(F)(F)F, predict the reaction product. The product is: [C:11]([O:15][C:16]([C:18]1[CH:23]=[CH:22][C:21]([NH:24][C:25]([CH:27]2[N:32]([C:61](=[O:62])/[CH:60]=[CH:59]/[C:57]3[CH:58]=[C:53]([Cl:52])[CH:54]=[CH:55][C:56]=3[N:64]3[CH:68]=[N:67][N:66]=[N:65]3)[CH2:31][CH:30]([CH:33]3[CH2:38][CH2:37][N:36]([C:39]([O:41][C:42]([CH3:44])([CH3:45])[CH3:43])=[O:40])[CH2:35][CH2:34]3)[CH2:29][CH:28]2[C:46]2[CH:47]=[CH:48][CH:49]=[CH:50][CH:51]=2)=[O:26])=[CH:20][CH:19]=1)=[O:17])([CH3:12])([CH3:13])[CH3:14]. (4) Given the reactants Cl[C:2]1[CH:22]=[CH:21][C:5]([C:6]([NH:8][CH2:9][C:10]2[CH:15]=[CH:14][CH:13]=[C:12]([NH:16][S:17]([CH3:20])(=[O:19])=[O:18])[CH:11]=2)=[O:7])=[CH:4][N:3]=1.[CH:23]1([NH:26][C:27](=[O:44])[C:28]2[CH:33]=[CH:32][C:31]([CH3:34])=[C:30](B3OC(C)(C)C(C)(C)O3)[CH:29]=2)[CH2:25][CH2:24]1, predict the reaction product. The product is: [CH:23]1([NH:26][C:27]([C:28]2[CH:33]=[CH:32][C:31]([CH3:34])=[C:30]([C:2]3[CH:22]=[CH:21][C:5]([C:6]([NH:8][CH2:9][C:10]4[CH:15]=[CH:14][CH:13]=[C:12]([NH:16][S:17]([CH3:20])(=[O:19])=[O:18])[CH:11]=4)=[O:7])=[CH:4][N:3]=3)[CH:29]=2)=[O:44])[CH2:24][CH2:25]1. (5) Given the reactants [CH3:1][N:2]([CH3:20])[CH2:3][CH2:4][CH2:5][NH:6][C:7](=[O:19])[CH2:8][CH2:9][CH2:10][CH2:11][CH2:12][CH2:13][CH2:14][CH2:15][CH2:16][CH2:17][CH3:18].[CH2:21]([Cl:28])[C:22]1[CH:27]=[CH:26][CH:25]=[CH:24][CH:23]=1, predict the reaction product. The product is: [Cl-:28].[CH3:20][N+:2]([CH3:1])([CH2:3][CH2:4][CH2:5][NH:6][C:7](=[O:19])[CH2:8][CH2:9][CH2:10][CH2:11][CH2:12][CH2:13][CH2:14][CH2:15][CH2:16][CH2:17][CH3:18])[CH2:21][C:22]1[CH:27]=[CH:26][CH:25]=[CH:24][CH:23]=1.